Task: Predict the product of the given reaction.. Dataset: Forward reaction prediction with 1.9M reactions from USPTO patents (1976-2016) Given the reactants [CH2:1]([C:8]1[CH:13]=[C:12](Br)[CH:11]=[CH:10][C:9]=1[O:15][CH3:16])[C:2]1[CH:7]=[CH:6][CH:5]=[CH:4][CH:3]=1.[B:17]1([B:17]2[O:21][C:20]([CH3:23])([CH3:22])[C:19]([CH3:25])([CH3:24])[O:18]2)[O:21][C:20]([CH3:23])([CH3:22])[C:19]([CH3:25])([CH3:24])[O:18]1.CC([O-])=O.[K+].O, predict the reaction product. The product is: [CH2:1]([C:8]1[CH:13]=[C:12]([B:17]2[O:21][C:20]([CH3:23])([CH3:22])[C:19]([CH3:25])([CH3:24])[O:18]2)[CH:11]=[CH:10][C:9]=1[O:15][CH3:16])[C:2]1[CH:7]=[CH:6][CH:5]=[CH:4][CH:3]=1.